This data is from Peptide-MHC class I binding affinity with 185,985 pairs from IEDB/IMGT. The task is: Regression. Given a peptide amino acid sequence and an MHC pseudo amino acid sequence, predict their binding affinity value. This is MHC class I binding data. The peptide sequence is ISKIPGGNMY. The MHC is HLA-A01:01 with pseudo-sequence HLA-A01:01. The binding affinity (normalized) is 0.0540.